Dataset: CYP3A4 inhibition data for predicting drug metabolism from PubChem BioAssay. Task: Regression/Classification. Given a drug SMILES string, predict its absorption, distribution, metabolism, or excretion properties. Task type varies by dataset: regression for continuous measurements (e.g., permeability, clearance, half-life) or binary classification for categorical outcomes (e.g., BBB penetration, CYP inhibition). Dataset: cyp3a4_veith. (1) The molecule is Cc1ccccc1Cn1cc(NC(=O)CSc2nc3c(c(C(F)(F)F)n2)CCc2ccccc2-3)cn1. The result is 1 (inhibitor). (2) The molecule is S=c1nc[nH]c2c1ncn2Cc1ccco1. The result is 0 (non-inhibitor).